From a dataset of Full USPTO retrosynthesis dataset with 1.9M reactions from patents (1976-2016). Predict the reactants needed to synthesize the given product. (1) Given the product [CH2:11]([N:12]1[C:14](=[O:15])[C:7]([Cl:8])=[C:2]([Cl:1])[C:3]([O:4][CH2:22][C:23]2[CH:28]=[CH:27][CH:26]=[CH:25][CH:24]=2)=[N:10]1)[C:23]1[CH:28]=[CH:27][CH:26]=[CH:25][CH:24]=1, predict the reactants needed to synthesize it. The reactants are: [Cl:1][C:2]1[C:3](=[O:10])[NH:4]NC(=O)[C:7]=1[Cl:8].[CH3:11][N:12]([CH:14]=[O:15])C.C(=O)([O-])[O-].[K+].[K+].[CH2:22](Br)[C:23]1[CH:28]=[CH:27][CH:26]=[CH:25][CH:24]=1. (2) Given the product [CH2:1]([O:3][C:4](=[O:19])[C:5]([OH:18])([C:21]([F:26])([F:20])[C:22]([F:25])([F:24])[F:23])[CH2:6][C:7]([C:10]1[CH:15]=[CH:14][CH:13]=[CH:12][C:11]=1[O:16][CH3:17])([CH3:9])[CH3:8])[CH3:2], predict the reactants needed to synthesize it. The reactants are: [CH2:1]([O:3][C:4](=[O:19])[C:5](=[O:18])[CH2:6][C:7]([C:10]1[CH:15]=[CH:14][CH:13]=[CH:12][C:11]=1[O:16][CH3:17])([CH3:9])[CH3:8])[CH3:2].[F:20][C:21]([Si](C)(C)C)([F:26])[C:22]([F:25])([F:24])[F:23].[F-].C([N+](CCCC)(CCCC)CCCC)CCC. (3) Given the product [C:1]([O:5][C:6]([N:8]1[C:14]2[CH:15]=[C:16]([O:19][CH3:20])[C:17]([N+:29]([O-:31])=[O:30])=[CH:18][C:13]=2[CH2:12][CH2:11][CH:10]([C:21]([O:23][C:24]([CH3:27])([CH3:26])[CH3:25])=[O:22])[C:9]1=[O:28])=[O:7])([CH3:3])([CH3:4])[CH3:2], predict the reactants needed to synthesize it. The reactants are: [C:1]([O:5][C:6]([N:8]1[C:14]2[CH:15]=[C:16]([O:19][CH3:20])[CH:17]=[CH:18][C:13]=2[CH2:12][CH2:11][CH:10]([C:21]([O:23][C:24]([CH3:27])([CH3:26])[CH3:25])=[O:22])[C:9]1=[O:28])=[O:7])([CH3:4])([CH3:3])[CH3:2].[N+:29]([O-])([OH:31])=[O:30]. (4) Given the product [C:11]([CH:10]([NH:16][CH:17]1[CH2:23][CH2:22][C:21]2[CH:24]=[CH:25][CH:26]=[CH:27][C:20]=2[N:19]([CH2:28][C:29]([O:31][C:32]([CH3:34])([CH3:33])[CH3:35])=[O:30])[C:18]1=[O:36])[CH2:9][CH2:1][C:2]1[CH:3]=[CH:4][CH:5]=[CH:6][CH:7]=1)([OH:13])=[O:12], predict the reactants needed to synthesize it. The reactants are: [C:1]([CH:9]=[CH:10][C:11]([O:13]CC)=[O:12])(=O)[C:2]1[CH:7]=[CH:6][CH:5]=[CH:4][CH:3]=1.[NH2:16][C@H:17]1[CH2:23][CH2:22][C:21]2[CH:24]=[CH:25][CH:26]=[CH:27][C:20]=2[N:19]([CH2:28][C:29]([O:31][C:32]([CH3:35])([CH3:34])[CH3:33])=[O:30])[C:18]1=[O:36].C(O)(=O)C.C1CCCCC=1. (5) Given the product [BrH:1].[CH2:25]([O:24][CH2:23][C:14]1[N:15]([CH2:16][CH2:17][CH2:18][O:19][CH:20]([CH3:22])[CH3:21])[C:6]2[C:5]3[CH:4]=[CH:3][C:2](/[CH:28]=[CH:27]/[S:29][C:30]4[CH:35]=[CH:34][CH:33]=[CH:32][CH:31]=4)=[CH:11][C:10]=3[N:9]=[C:8]([NH2:12])[C:7]=2[N:13]=1)[CH3:26], predict the reactants needed to synthesize it. The reactants are: [Br:1][C:2]1[CH:3]=[CH:4][C:5]2[C:6]3[N:15]([CH2:16][CH2:17][CH2:18][O:19][CH:20]([CH3:22])[CH3:21])[C:14]([CH2:23][O:24][CH2:25][CH3:26])=[N:13][C:7]=3[C:8]([NH2:12])=[N:9][C:10]=2[CH:11]=1.[CH:27]([S:29][C:30]1[CH:35]=[CH:34][CH:33]=[CH:32][CH:31]=1)=[CH2:28].C(N(CC)CC)C.